From a dataset of Catalyst prediction with 721,799 reactions and 888 catalyst types from USPTO. Predict which catalyst facilitates the given reaction. (1) Reactant: [C:1]([O:5][C:6]([N:8]1[CH2:11][CH:10]([O:12][C:13]2[CH:18]=[CH:17][C:16]([NH2:19])=[CH:15][C:14]=2[O:20][CH3:21])[CH2:9]1)=[O:7])([CH3:4])([CH3:3])[CH3:2].C[Al](C)C.[Cl:26][C:27]1[CH:32]=[CH:31][C:30]([C:33]2[S:42][C:36]3[C:37](=[O:41])[O:38][CH2:39][CH2:40][C:35]=3[CH:34]=2)=[CH:29][CH:28]=1. Product: [C:1]([O:5][C:6]([N:8]1[CH2:9][CH:10]([O:12][C:13]2[CH:18]=[CH:17][C:16]([NH:19][C:37]([C:36]3[S:42][C:33]([C:30]4[CH:29]=[CH:28][C:27]([Cl:26])=[CH:32][CH:31]=4)=[CH:34][C:35]=3[CH2:40][CH2:39][OH:38])=[O:41])=[CH:15][C:14]=2[O:20][CH3:21])[CH2:11]1)=[O:7])([CH3:4])([CH3:3])[CH3:2]. The catalyst class is: 11. (2) Reactant: [CH3:1][N:2]([CH3:35])[C:3](=[O:34])[NH:4][C@@H:5]1[CH2:10][CH2:9][CH2:8][N:7]([C:11]2[N:12]=[C:13]([NH:20][C:21]3[CH:26]=[CH:25][C:24]([C:27]4([CH3:33])[CH2:32][CH2:31][NH:30][CH2:29][CH2:28]4)=[CH:23][CH:22]=3)[C:14]([C:17]([NH2:19])=[O:18])=[N:15][CH:16]=2)[CH2:6]1.CCN(C(C)C)C(C)C.[CH3:45][N:46]([CH3:50])[C:47]([Cl:49])=[O:48]. Product: [CH3:45][N:46]([CH3:50])[C:47]([N:30]1[CH2:29][CH2:28][C:27]([C:24]2[CH:25]=[CH:26][C:21]([NH:20][C:13]3[C:14]([C:17]([NH2:19])=[O:18])=[N:15][CH:16]=[C:11]([N:7]4[CH2:8][CH2:9][CH2:10][C@@H:5]([NH:4][C:3]([N:2]([CH3:1])[CH3:35])=[O:34])[CH2:6]4)[N:12]=3)=[CH:22][CH:23]=2)([CH3:33])[CH2:32][CH2:31]1)=[O:48].[ClH:49]. The catalyst class is: 37. (3) Reactant: CN(C)CN(C)C.[C:8](OC(=O)C)(=O)C.[F:15][C:16]1[CH:21]=[C:20]([S:22]([CH2:25][C:26]2[CH:31]=[CH:30][C:29]([C:32]([F:41])([C:37]([F:40])([F:39])[F:38])[C:33]([F:36])([F:35])[F:34])=[CH:28][CH:27]=2)(=[O:24])=[O:23])[CH:19]=[CH:18][C:17]=1[CH3:42]. Product: [F:15][C:16]1[CH:21]=[C:20]([S:22]([C:25]([C:26]2[CH:31]=[CH:30][C:29]([C:32]([F:41])([C:33]([F:35])([F:36])[F:34])[C:37]([F:38])([F:39])[F:40])=[CH:28][CH:27]=2)=[CH2:8])(=[O:23])=[O:24])[CH:19]=[CH:18][C:17]=1[CH3:42]. The catalyst class is: 42.